This data is from Forward reaction prediction with 1.9M reactions from USPTO patents (1976-2016). The task is: Predict the product of the given reaction. (1) Given the reactants [CH3:1][O:2][C:3]1[CH:4]=[C:5](Cl)[CH:6]=[C:7]([O:9][CH3:10])[CH:8]=1.[CH3:12][NH2:13].CC([O-])(C)C.[Na+], predict the reaction product. The product is: [CH3:1][O:2][C:3]1[CH:4]=[C:5]([CH:6]=[C:7]([O:9][CH3:10])[CH:8]=1)[NH:13][CH3:12]. (2) Given the reactants N1C(C)=CC=CC=1C.[C:9]([O:14][CH3:15])(=[O:13])[C@H:10]([CH3:12])[OH:11].[F:16][C:17]([F:30])([F:29])[S:18](O[S:18]([C:17]([F:30])([F:29])[F:16])(=[O:20])=[O:19])(=[O:20])=[O:19], predict the reaction product. The product is: [F:16][C:17]([F:30])([F:29])[S:18]([O:11][C@@H:10]([CH3:12])[C:9]([O:14][CH3:15])=[O:13])(=[O:20])=[O:19]. (3) The product is: [CH2:1]([S:3][C:4]1[C:9]([C:10]([NH:12][CH2:13][C:14]2[CH:19]=[CH:18][CH:17]=[C:16]([F:20])[CH:15]=2)=[O:11])=[C:8]([CH3:21])[CH:7]=[C:6]([N:22]([C:43](=[O:44])[C:42]2[CH:46]=[CH:47][C:39]([F:38])=[CH:40][CH:41]=2)[CH3:23])[N:5]=1)[CH3:2]. Given the reactants [CH2:1]([S:3][C:4]1[C:9]([C:10]([NH:12][CH2:13][C:14]2[CH:19]=[CH:18][CH:17]=[C:16]([F:20])[CH:15]=2)=[O:11])=[C:8]([CH3:21])[CH:7]=[C:6]([NH:22][CH3:23])[N:5]=1)[CH3:2].C1COCC1.CCN(C(C)C)C(C)C.[F:38][C:39]1[CH:47]=[CH:46][C:42]([C:43](Cl)=[O:44])=[CH:41][CH:40]=1, predict the reaction product. (4) Given the reactants Cl[C:2]1[C:11]2[C:6](=[CH:7][C:8]([O:20][CH3:21])=[CH:9][C:10]=2[O:12][CH:13]2[CH2:18][CH2:17][N:16]([CH3:19])[CH2:15][CH2:14]2)[N:5]=[CH:4][N:3]=1.[NH2:22][C:23]1[CH:28]=[CH:27][CH:26]=[C:25]([CH3:29])[CH:24]=1.[2H]C(Cl)(Cl)Cl, predict the reaction product. The product is: [CH3:21][O:20][C:8]1[CH:7]=[C:6]2[C:11]([C:2]([NH:22][C:23]3[CH:28]=[CH:27][CH:26]=[C:25]([CH3:29])[CH:24]=3)=[N:3][CH:4]=[N:5]2)=[C:10]([O:12][CH:13]2[CH2:18][CH2:17][N:16]([CH3:19])[CH2:15][CH2:14]2)[CH:9]=1. (5) Given the reactants [Cl-].[CH2:2]([NH2+:4][CH2:5][CH2:6][CH2:7][C:8]([NH:10][CH2:11][CH2:12][F:13])=[O:9])[CH3:3].[CH3:14][N:15]1[C:27]2[CH2:26][CH2:25][CH:24]([CH:28]3[CH2:33][CH2:32][O:31][CH2:30][CH2:29]3)[CH2:23][C:22]=2[C:21]2[C:16]1=[CH:17][CH:18]=[C:19]([C:34](O)=[O:35])[CH:20]=2.CCN(C(C)C)C(C)C.CN(C(ON1N=NC2C=CC=NC1=2)=[N+](C)C)C.F[P-](F)(F)(F)(F)F, predict the reaction product. The product is: [CH2:2]([N:4]([CH2:5][CH2:6][CH2:7][C:8]([NH:10][CH2:11][CH2:12][F:13])=[O:9])[C:34]([C:19]1[CH:20]=[C:21]2[C:16](=[CH:17][CH:18]=1)[N:15]([CH3:14])[C:27]1[CH2:26][CH2:25][CH:24]([CH:28]3[CH2:33][CH2:32][O:31][CH2:30][CH2:29]3)[CH2:23][C:22]2=1)=[O:35])[CH3:3].